Dataset: Full USPTO retrosynthesis dataset with 1.9M reactions from patents (1976-2016). Task: Predict the reactants needed to synthesize the given product. (1) Given the product [Br:1][C:2]1[CH:3]=[C:4]([C:5]2[S:18][C:13]3[CH:14]=[CH:15][CH:16]=[CH:17][C:12]=3[N:11]=2)[CH:7]=[C:8]([Br:10])[CH:9]=1, predict the reactants needed to synthesize it. The reactants are: [Br:1][C:2]1[CH:3]=[C:4]([CH:7]=[C:8]([Br:10])[CH:9]=1)[CH:5]=O.[NH2:11][C:12]1[CH:17]=[CH:16][CH:15]=[CH:14][C:13]=1[SH:18].C([O-])(=O)C.[Pb+4].C([O-])(=O)C.C([O-])(=O)C.C([O-])(=O)C.O. (2) Given the product [F:1][C:2]1[CH:7]=[CH:6][C:5]([F:8])=[CH:4][C:3]=1[O:9][C:11]1[CH:12]=[CH:13][C:14]([N+:26]([O-:28])=[O:27])=[C:15]([CH2:17][NH:18][C:19](=[O:25])[O:20][C:21]([CH3:24])([CH3:22])[CH3:23])[CH:16]=1, predict the reactants needed to synthesize it. The reactants are: [F:1][C:2]1[CH:7]=[CH:6][C:5]([F:8])=[CH:4][C:3]=1[OH:9].Cl[C:11]1[CH:12]=[CH:13][C:14]([N+:26]([O-:28])=[O:27])=[C:15]([CH2:17][NH:18][C:19](=[O:25])[O:20][C:21]([CH3:24])([CH3:23])[CH3:22])[CH:16]=1.[H-].[Na+]. (3) Given the product [NH2:1][C:2]1[N:7]=[C:6]([N:8]2[CH:17]([CH3:18])[CH2:16][C:15]3[C:10](=[CH:11][C:12]([C:19]4[CH:24]=[CH:23][N:22]=[C:21]([C:25]([N:37]([CH3:38])[CH3:36])=[O:26])[CH:20]=4)=[CH:13][CH:14]=3)[CH2:9]2)[CH:5]=[C:4]([N:28]2[CH2:33][CH2:32][N:31]([CH3:34])[CH2:30][CH2:29]2)[N:3]=1, predict the reactants needed to synthesize it. The reactants are: [NH2:1][C:2]1[N:7]=[C:6]([N:8]2[CH:17]([CH3:18])[CH2:16][C:15]3[C:10](=[CH:11][C:12]([C:19]4[CH:24]=[CH:23][N:22]=[C:21]([C:25](O)=[O:26])[CH:20]=4)=[CH:13][CH:14]=3)[CH2:9]2)[CH:5]=[C:4]([N:28]2[CH2:33][CH2:32][N:31]([CH3:34])[CH2:30][CH2:29]2)[N:3]=1.Cl.[CH3:36][NH:37][CH3:38]. (4) The reactants are: [CH3:1][C:2]1[C:9]([C:10]2[S:11][C:12]([C:21]([NH2:23])=O)=[C:13]([C:15]3[CH:20]=[CH:19][CH:18]=[CH:17][CH:16]=3)[N:14]=2)=[C:5]2[S:6][CH:7]=[CH:8][N:4]2[N:3]=1.CC[N+](S(N=C(OC)[O-])(=O)=O)(CC)CC.C(OCC)(=O)C.C(=O)(O)[O-].[Na+]. Given the product [CH3:1][C:2]1[C:9]([C:10]2[S:11][C:12]([C:21]#[N:23])=[C:13]([C:15]3[CH:20]=[CH:19][CH:18]=[CH:17][CH:16]=3)[N:14]=2)=[C:5]2[S:6][CH:7]=[CH:8][N:4]2[N:3]=1, predict the reactants needed to synthesize it. (5) Given the product [F:1][C:2]1[CH:7]=[C:6]([CH3:8])[CH:5]=[CH:4][C:3]=1[C:9]1[S:13][N:12]=[C:11]([CH:14]([CH3:16])[CH3:15])[C:10]=1[C:17]#[N:18], predict the reactants needed to synthesize it. The reactants are: [F:1][C:2]1[CH:7]=[C:6]([CH3:8])[CH:5]=[CH:4][C:3]=1[C:9]1[S:13][N:12]=[C:11]([C:14]([CH3:16])=[CH2:15])[C:10]=1[C:17]#[N:18].[H][H]. (6) Given the product [O:1]1[CH2:6][CH2:5][N:4]([CH2:7][CH2:8][O:9]/[N:10]=[C:11]2\[NH:12][C@@H:13]([C:23]3[CH:28]=[CH:27][C:26]([F:29])=[CH:25][C:24]=3[C:45]3[CH:50]=[CH:49][CH:48]=[C:47]([O:51][CH3:52])[N:46]=3)[CH2:14][C:15]3[N:16]=[C:17]([NH2:22])[N:18]=[C:19]([CH3:21])[C:20]\2=3)[CH2:3][CH2:2]1, predict the reactants needed to synthesize it. The reactants are: [O:1]1[CH2:6][CH2:5][N:4]([CH2:7][CH2:8][O:9]/[N:10]=[C:11]2\[NH:12][C@@H:13]([C:23]3[CH:28]=[CH:27][C:26]([F:29])=[CH:25][C:24]=3Br)[CH2:14][C:15]3[N:16]=[C:17]([NH2:22])[N:18]=[C:19]([CH3:21])[C:20]\2=3)[CH2:3][CH2:2]1.B1([C:45]2[CH:50]=[CH:49][CH:48]=[C:47]([O:51][CH3:52])[N:46]=2)OCCN(C2C=CC=CC=2)CCO1.C([O-])([O-])=O.[Na+].[Na+]. (7) Given the product [CH3:13][CH2:12][CH2:11][CH2:10][CH2:9][CH2:8][C:7](=[O:14])[CH2:6][CH2:15][CH2:16][CH2:17][CH2:18][CH2:19][CH2:20][CH2:21][CH2:22][CH2:23][CH3:24], predict the reactants needed to synthesize it. The reactants are: O.[OH-].[Ba+2].[OH-].O.[CH3:6][C:7](=[O:14])[CH2:8][CH2:9][CH2:10][CH2:11][CH2:12][CH3:13].[CH2:15](O)[CH2:16][CH2:17][CH2:18][CH2:19][CH2:20][CH2:21][CH2:22][CH2:23][CH3:24]. (8) Given the product [CH:1]1([O:7][C:8]2[CH:13]=[CH:12][C:11]([S:14]([CH2:17][CH3:18])(=[O:15])=[O:16])=[CH:10][C:9]=2[C:19]2[C:20]3[CH:29]=[C:28]([C:30]4[CH:31]=[N:32][N:33]([CH:35]5[CH2:36][CH2:37][NH:38][CH2:39][CH2:40]5)[CH:34]=4)[NH:27][C:21]=3[C:22](=[O:26])[N:23]([CH3:25])[CH:24]=2)[CH2:2][CH2:3][CH2:4][CH2:5][CH2:6]1, predict the reactants needed to synthesize it. The reactants are: [CH:1]1([O:7][C:8]2[CH:13]=[CH:12][C:11]([S:14]([CH2:17][CH3:18])(=[O:16])=[O:15])=[CH:10][C:9]=2[C:19]2[C:20]3[CH:29]=[C:28]([C:30]4[CH:31]=[N:32][N:33]([CH:35]5[CH2:40][CH2:39][N:38](C(OC(C)(C)C)=O)[CH2:37][CH2:36]5)[CH:34]=4)[NH:27][C:21]=3[C:22](=[O:26])[N:23]([CH3:25])[CH:24]=2)[CH2:6][CH2:5][CH2:4][CH2:3][CH2:2]1.FC(F)(F)C(O)=O.